This data is from Reaction yield outcomes from USPTO patents with 853,638 reactions. The task is: Predict the reaction yield, written as a fraction of the theoretical maximum amount of product (1.0 means a 100% yield; for example, 0.34 means a 34% yield). (1) The reactants are CN(C(ON1N=NC2C=CC=NC1=2)=[N+](C)C)C.F[P-](F)(F)(F)(F)F.[N:25]1[CH:30]=[C:29]([CH2:31][CH2:32][O:33][C:34]2[CH:39]=[CH:38][C:37]([CH2:40][C:41]([OH:43])=O)=[CH:36][CH:35]=2)[CH:28]=[N:27][CH:26]=1.Cl.[Cl:45][C:46]1[CH:51]=[CH:50][C:49]([CH:52]([C:54]2[CH:59]=[CH:58][CH:57]=[CH:56][CH:55]=2)[NH2:53])=[C:48]([CH3:60])[CH:47]=1.O. The catalyst is CN(C=O)C. The product is [Cl:45][C:46]1[CH:51]=[CH:50][C:49]([CH:52]([C:54]2[CH:55]=[CH:56][CH:57]=[CH:58][CH:59]=2)[NH:53][C:41](=[O:43])[CH2:40][C:37]2[CH:36]=[CH:35][C:34]([O:33][CH2:32][CH2:31][C:29]3[CH:28]=[N:27][CH:26]=[N:25][CH:30]=3)=[CH:39][CH:38]=2)=[C:48]([CH3:60])[CH:47]=1. The yield is 0.310. (2) The product is [O:10]1[C:11]2[CH:16]=[CH:15][N:14]=[CH:13][C:12]=2[N:17]=[C:9]1[C:7]1[S:8][C:4]([NH2:1])=[CH:5][CH:6]=1. The yield is 0.700. The reactants are [N+:1]([C:4]1[S:8][C:7]([C:9]2[O:10][C:11]3[CH:16]=[CH:15][N:14]=[CH:13][C:12]=3[N:17]=2)=[CH:6][CH:5]=1)([O-])=O.[NH4+].[Cl-].C(OCC)(=O)C.CCN(CC)CC. The catalyst is CO.O.[Fe]. (3) The reactants are Br[C:2]1[CH:7]=[CH:6][C:5]([C:8]2[CH:13]=[CH:12][C:11]([CH2:14][CH2:15][CH2:16][CH2:17][CH3:18])=[CH:10][CH:9]=2)=[CH:4][CH:3]=1.II.[B:21](OC)([O:24]C)[O:22]C.Cl. The catalyst is C1COCC1. The product is [CH2:14]([C:11]1[CH:12]=[CH:13][C:8]([C:5]2[CH:6]=[CH:7][C:2]([B:21]([OH:24])[OH:22])=[CH:3][CH:4]=2)=[CH:9][CH:10]=1)[CH2:15][CH2:16][CH2:17][CH3:18]. The yield is 0.780. (4) The reactants are [Cl-].O[NH3+:3].[C:4](=[O:7])([O-])[OH:5].[Na+].CS(C)=O.[O:13]1[C:17]2[CH:18]=[CH:19][C:20]([N:22]3[C:27](=[O:28])[C:26]([CH2:29][C:30]4[CH:35]=[CH:34][C:33]([C:36]5[C:37]([C:42]#[N:43])=[CH:38][CH:39]=[CH:40][CH:41]=5)=[CH:32][C:31]=4[F:44])=[C:25]([CH2:45][CH2:46][CH3:47])[N:24]=[C:23]3[CH3:48])=[CH:21][C:16]=2[CH2:15][CH2:14]1. The yield is 0.480. The catalyst is O.C(OCC)(=O)C. The product is [O:13]1[C:17]2[CH:18]=[CH:19][C:20]([N:22]3[C:27](=[O:28])[C:26]([CH2:29][C:30]4[CH:35]=[CH:34][C:33]([C:36]5[CH:41]=[CH:40][CH:39]=[CH:38][C:37]=5[C:42]5[NH:3][C:4](=[O:7])[O:5][N:43]=5)=[CH:32][C:31]=4[F:44])=[C:25]([CH2:45][CH2:46][CH3:47])[N:24]=[C:23]3[CH3:48])=[CH:21][C:16]=2[CH2:15][CH2:14]1. (5) The catalyst is ClCCl. The reactants are [NH2:1][C:2]1[CH:7]=[CH:6][C:5]([O:8][CH3:9])=[CH:4][N:3]=1.Br[CH:11]([CH2:14][C:15]([CH3:20])([N+:17]([O-:19])=[O:18])[CH3:16])[CH:12]=O. The yield is 0.420. The product is [CH3:16][C:15]([N+:17]([O-:19])=[O:18])([CH3:20])[CH2:14][C:11]1[N:3]2[CH:4]=[C:5]([O:8][CH3:9])[CH:6]=[CH:7][C:2]2=[N:1][CH:12]=1. (6) The reactants are [NH2:1][C@H:2]([C:13]1[CH:18]=[CH:17][CH:16]=[CH:15][CH:14]=1)[CH2:3][NH:4][C:5]([CH:7]1[CH2:12][CH2:11][O:10][CH2:9][CH2:8]1)=O.B.C1COCC1.CO. The catalyst is C1COCC1. The product is [C:13]1([C@@H:2]([NH2:1])[CH2:3][NH:4][CH2:5][CH:7]2[CH2:12][CH2:11][O:10][CH2:9][CH2:8]2)[CH:14]=[CH:15][CH:16]=[CH:17][CH:18]=1. The yield is 0.720.